Dataset: Reaction yield outcomes from USPTO patents with 853,638 reactions. Task: Predict the reaction yield, written as a fraction of the theoretical maximum amount of product (1.0 means a 100% yield; for example, 0.34 means a 34% yield). The reactants are [CH3:1][C:2]([O:7][C:8]1[CH:16]=[CH:15][C:14]([CH3:17])=[C:13]2[C:9]=1[CH2:10][CH2:11][CH2:12]2)([CH3:6])[C:3](O)=[O:4].B.O1CCCC1.C(=O)([O-])O.[Na+]. The catalyst is O1CCCC1. The product is [CH3:6][C:2]([O:7][C:8]1[CH:16]=[CH:15][C:14]([CH3:17])=[C:13]2[C:9]=1[CH2:10][CH2:11][CH2:12]2)([CH3:1])[CH2:3][OH:4]. The yield is 0.830.